Task: Predict the reaction yield, written as a fraction of the theoretical maximum amount of product (1.0 means a 100% yield; for example, 0.34 means a 34% yield).. Dataset: Reaction yield outcomes from USPTO patents with 853,638 reactions (1) The reactants are [NH:1]1[CH2:6][CH2:5][C:4](=[CH:7][C:8]2[CH:9]=[C:10]([CH:24]=[CH:25][CH:26]=2)[O:11][C:12]2[CH:17]=[CH:16][C:15]([O:18][CH2:19][C:20]([F:23])([F:22])[F:21])=[CH:14][N:13]=2)[CH2:3][CH2:2]1.[N:27]1[CH:32]=[CH:31][CH:30]=[C:29]([NH:33][C:34](=O)[O:35]C2C=CC=CC=2)[CH:28]=1.C(N(CC)CC)C. The catalyst is CS(C)=O.O. The product is [F:22][C:20]([F:23])([F:21])[CH2:19][O:18][C:15]1[CH:16]=[CH:17][C:12]([O:11][C:10]2[CH:9]=[C:8]([CH:26]=[CH:25][CH:24]=2)[CH:7]=[C:4]2[CH2:5][CH2:6][N:1]([C:34]([NH:33][C:29]3[CH:28]=[N:27][CH:32]=[CH:31][CH:30]=3)=[O:35])[CH2:2][CH2:3]2)=[N:13][CH:14]=1. The yield is 0.700. (2) The reactants are [F:1][C:2]1[C:11]([CH2:12][CH2:13][C:14]2[CH:15]=[N:16][C:17]([NH:20][C:21]3[CH:22]=[N:23][N:24]([C@@H:26]4[CH2:31][CH2:30][CH2:29][NH:28][CH2:27]4)[CH:25]=3)=[N:18][CH:19]=2)=[CH:10][C:5]([C:6]([NH:8][CH3:9])=[O:7])=[CH:4][C:3]=1[O:32][CH3:33].C=O.[C:36](O[BH-](OC(=O)C)OC(=O)C)(=O)C.[Na+]. The catalyst is C1COCC1. The product is [F:1][C:2]1[C:11]([CH2:12][CH2:13][C:14]2[CH:15]=[N:16][C:17]([NH:20][C:21]3[CH:22]=[N:23][N:24]([C@@H:26]4[CH2:31][CH2:30][CH2:29][N:28]([CH3:36])[CH2:27]4)[CH:25]=3)=[N:18][CH:19]=2)=[CH:10][C:5]([C:6]([NH:8][CH3:9])=[O:7])=[CH:4][C:3]=1[O:32][CH3:33]. The yield is 0.818.